From a dataset of Full USPTO retrosynthesis dataset with 1.9M reactions from patents (1976-2016). Predict the reactants needed to synthesize the given product. (1) Given the product [O-:26][S:23]([C:22]([F:35])([F:34])[F:21])(=[O:25])=[O:24].[C:11]([C:15]1[CH:20]=[CH:19][C:18]([S+:7]([CH2:9][Cl:10])[C:1]2[CH:6]=[CH:5][CH:4]=[CH:3][CH:2]=2)=[CH:17][CH:16]=1)([CH3:14])([CH3:13])[CH3:12], predict the reactants needed to synthesize it. The reactants are: [C:1]1([S:7]([CH2:9][Cl:10])=O)[CH:6]=[CH:5][CH:4]=[CH:3][CH:2]=1.[C:11]([C:15]1[CH:20]=[CH:19][CH:18]=[CH:17][CH:16]=1)([CH3:14])([CH3:13])[CH3:12].[F:21][C:22]([F:35])([F:34])[S:23]([O:26]S(C(F)(F)F)(=O)=O)(=[O:25])=[O:24]. (2) Given the product [CH3:1][O:2][C:3](=[O:12])[C:4]1[CH:9]=[C:8]([NH:10][C:20](=[O:21])[C:19]2[CH:18]=[CH:17][C:16]([N+:13]([O-:15])=[O:14])=[CH:24][CH:23]=2)[C:7]([NH2:11])=[N:6][CH:5]=1, predict the reactants needed to synthesize it. The reactants are: [CH3:1][O:2][C:3](=[O:12])[C:4]1[CH:9]=[C:8]([NH2:10])[C:7]([NH2:11])=[N:6][CH:5]=1.[N+:13]([C:16]1[CH:24]=[CH:23][C:19]([C:20](Cl)=[O:21])=[CH:18][CH:17]=1)([O-:15])=[O:14].O. (3) Given the product [C:18]([C:17]1[CH:20]=[CH:21][C:14]([O:13][C:12]2[CH:11]=[CH:10][C:9]([C:30]3[N:35]=[C:34]([C:36]([OH:38])=[O:37])[CH:33]=[C:32]([CH:39]=[CH2:40])[N:31]=3)=[CH:27][CH:26]=2)=[CH:15][C:16]=1[C:22]([F:25])([F:24])[F:23])#[N:19], predict the reactants needed to synthesize it. The reactants are: CC1(C)C(C)(C)OB([C:9]2[CH:27]=[CH:26][C:12]([O:13][C:14]3[CH:21]=[CH:20][C:17]([C:18]#[N:19])=[C:16]([C:22]([F:25])([F:24])[F:23])[CH:15]=3)=[CH:11][CH:10]=2)O1.Cl[C:30]1[N:35]=[C:34]([C:36]([OH:38])=[O:37])[CH:33]=[C:32]([CH:39]=[CH2:40])[N:31]=1.C(=O)([O-])[O-].[Cs+].[Cs+].Cl. (4) Given the product [Cl:15][C:7]1[C:6](=[O:12])[C:5]2[C:10](=[CH:11][C:2]([I:1])=[C:3]([O:13][CH3:14])[CH:4]=2)[NH:9][CH:8]=1, predict the reactants needed to synthesize it. The reactants are: [I:1][C:2]1[CH:11]=[C:10]2[C:5]([C:6](=[O:12])[CH:7]=[CH:8][NH:9]2)=[CH:4][C:3]=1[O:13][CH3:14].[Cl:15]N1C(=O)CCC1=O. (5) The reactants are: [F:1][C@@H:2]1[CH2:6][CH2:5][N:4]([C:7]2[CH:8]=[CH:9][C:10]3[N:11]([C:13]([CH2:16][C:17]4[CH:18]=[C:19]5[C:24](=[CH:25][CH:26]=4)[N:23]=[CH:22][CH:21]=[CH:20]5)=[CH:14][N:15]=3)[N:12]=2)[CH2:3]1.Cl.F[C@H]1CCNC1.Cl.F[C@@H]1CCNC1. Given the product [F:1][C@H:2]1[CH2:6][CH2:5][N:4]([C:7]2[CH:8]=[CH:9][C:10]3[N:11]([C:13]([CH2:16][C:17]4[CH:18]=[C:19]5[C:24](=[CH:25][CH:26]=4)[N:23]=[CH:22][CH:21]=[CH:20]5)=[CH:14][N:15]=3)[N:12]=2)[CH2:3]1, predict the reactants needed to synthesize it. (6) Given the product [NH:21]([C:19]1[N:20]=[C:15]2[CH:14]=[CH:13][N:12]([S:2]([C:5]3[CH:11]=[CH:10][C:8]([CH3:9])=[CH:7][CH:6]=3)(=[O:3])=[O:4])[C:16]2=[N:17][CH:18]=1)[NH2:22], predict the reactants needed to synthesize it. The reactants are: Cl.[S:2]([N:12]1[C:16]2=[N:17][CH:18]=[C:19]([NH:21][NH:22]C(OC(C)(C)C)=O)[N:20]=[C:15]2[CH:14]=[CH:13]1)([C:5]1[CH:11]=[CH:10][C:8]([CH3:9])=[CH:7][CH:6]=1)(=[O:4])=[O:3].S(N1C2=NC=C(N(C(OC(C)(C)C)=O)N)N=C2C=C1)(C1C=CC(C)=CC=1)(=O)=O.C([O-])(O)=O.[Na+].